From a dataset of Reaction yield outcomes from USPTO patents with 853,638 reactions. Predict the reaction yield, written as a fraction of the theoretical maximum amount of product (1.0 means a 100% yield; for example, 0.34 means a 34% yield). (1) The reactants are [F:1][C:2]([F:11])([F:10])[C:3]1[N:4]=[CH:5][NH:6][C:7]=1[CH2:8][OH:9]. The catalyst is [O-2].[O-2].[Mn+4]. The product is [F:11][C:2]([F:1])([F:10])[C:3]1[N:4]=[CH:5][NH:6][C:7]=1[CH:8]=[O:9]. The yield is 1.16. (2) The reactants are [CH2:1]([O:3][C:4](=[O:18])[C:5]1[CH:10]=[CH:9][C:8](/[CH:11]=[CH:12]/[C:13]2[O:14][CH:15]=[CH:16][CH:17]=2)=[CH:7][CH:6]=1)[CH3:2]. The catalyst is [C].[Pd].O1CCCC1. The product is [CH2:1]([O:3][C:4](=[O:18])[C:5]1[CH:10]=[CH:9][C:8]([CH2:11][CH2:12][CH:13]2[CH2:17][CH2:16][CH2:15][O:14]2)=[CH:7][CH:6]=1)[CH3:2]. The yield is 1.00. (3) The reactants are [CH2:1]1[CH:5]2[CH2:6][NH:7][CH2:8][CH:4]2[CH2:3][N:2]1[C:9]1[CH:14]=[C:13]([O:15][CH3:16])[N:12]=[C:11]([N:17]([CH3:19])[CH3:18])[N:10]=1.[F:20][C:21]1[CH:29]=[CH:28][CH:27]=[C:26]([N:30]2[N:34]=[CH:33][CH:32]=[N:31]2)[C:22]=1[C:23](O)=[O:24].CN(C(ON1N=NC2C=CC=NC1=2)=[N+](C)C)C.F[P-](F)(F)(F)(F)F.CCN(C(C)C)C(C)C. The catalyst is C(OCC)(=O)C.CN(C=O)C. The product is [F:20][C:21]1[CH:29]=[CH:28][CH:27]=[C:26]([N:30]2[N:34]=[CH:33][CH:32]=[N:31]2)[C:22]=1[C:23]([N:7]1[CH2:6][CH:5]2[CH2:1][N:2]([C:9]3[CH:14]=[C:13]([O:15][CH3:16])[N:12]=[C:11]([N:17]([CH3:18])[CH3:19])[N:10]=3)[CH2:3][CH:4]2[CH2:8]1)=[O:24]. The yield is 0.815. (4) The reactants are [CH3:1][N:2]1[CH2:11][CH:10]([C:12]2[CH:17]=[CH:16][CH:15]=[CH:14][CH:13]=2)[C:9]2[C:4](=[CH:5][C:6](=[O:18])[NH:7][CH:8]=2)[CH2:3]1.[H-].[Na+].Cl[CH2:22][CH2:23][CH2:24]I. The catalyst is CN(C=O)C.C1COCC1. The product is [NH3:2].[CH3:1][N:2]1[CH2:11][CH:10]([C:12]2[CH:17]=[CH:16][CH:15]=[CH:14][CH:13]=2)[C:9]2[C:4](=[CH:5][C:6]([O:18][CH2:22][CH2:23][CH2:24][N:2]3[CH2:11][CH2:10][CH2:9][CH2:4][CH2:3]3)=[N:7][CH:8]=2)[CH2:3]1. The yield is 0.100. (5) The reactants are [C:1]([O:5][C:6]([NH:8][CH2:9][C:10]1[C:11]([CH2:35][CH:36]([CH3:38])[CH3:37])=[N:12][C:13]2[C:18]([C:19]=1[C:20]1[CH:25]=[CH:24][C:23]([CH3:26])=[CH:22][CH:21]=1)=[CH:17][C:16]([O:27][CH2:28][CH2:29][CH2:30][CH2:31][C:32](O)=[O:33])=[CH:15][CH:14]=2)=[O:7])([CH3:4])([CH3:3])[CH3:2].Cl.C([N:42]=C=NCCCN(C)C)C.[NH4+].ON1C2C=CC=CC=2N=N1.CN(C)C=O. The catalyst is O. The product is [NH2:42][C:32](=[O:33])[CH2:31][CH2:30][CH2:29][CH2:28][O:27][C:16]1[CH:17]=[C:18]2[C:13](=[CH:14][CH:15]=1)[N:12]=[C:11]([CH2:35][CH:36]([CH3:38])[CH3:37])[C:10]([CH2:9][NH:8][C:6](=[O:7])[O:5][C:1]([CH3:2])([CH3:4])[CH3:3])=[C:19]2[C:20]1[CH:21]=[CH:22][C:23]([CH3:26])=[CH:24][CH:25]=1. The yield is 0.770. (6) The reactants are COC1C=CC(P2(SP(C3C=CC(OC)=CC=3)(=S)S2)=[S:10])=CC=1.[CH2:23]([O:30][N:31]1[C:37](=[O:38])[N:36]2[CH2:39][C@H:32]1[CH2:33][CH2:34][C@H:35]2[C:40]([NH:42][NH:43][C:44]([CH:46]1[CH2:51][CH2:50][N:49]([C:52]([O:54][C:55]([CH3:58])([CH3:57])[CH3:56])=[O:53])[CH2:48][CH2:47]1)=O)=O)[C:24]1[CH:29]=[CH:28][CH:27]=[CH:26][CH:25]=1.C([O-])(O)=O.[Na+]. The catalyst is C1COCC1. The product is [CH2:23]([O:30][N:31]1[C:37](=[O:38])[N:36]2[CH2:39][C@H:32]1[CH2:33][CH2:34][C@H:35]2[C:40]1[S:10][C:44]([CH:46]2[CH2:51][CH2:50][N:49]([C:52]([O:54][C:55]([CH3:58])([CH3:57])[CH3:56])=[O:53])[CH2:48][CH2:47]2)=[N:43][N:42]=1)[C:24]1[CH:29]=[CH:28][CH:27]=[CH:26][CH:25]=1. The yield is 0.500.